Dataset: Forward reaction prediction with 1.9M reactions from USPTO patents (1976-2016). Task: Predict the product of the given reaction. Given the reactants FC(F)(F)C(=O)CC#N.Cl.[CH2:11]([O:13][C:14](=[NH:22])[CH2:15][C:16](=[O:21])[C:17]([F:20])([F:19])[F:18])[CH3:12].[Cl:23][C:24]1[CH:29]=[CH:28][C:27]([N:30]=[C:31]=[O:32])=[CH:26][CH:25]=1, predict the reaction product. The product is: [Cl:23][C:24]1[CH:29]=[CH:28][C:27]([NH:30][C:31]([NH:22][C:14]([O:13][CH2:11][CH3:12])=[CH:15][C:16](=[O:21])[C:17]([F:20])([F:18])[F:19])=[O:32])=[CH:26][CH:25]=1.